From a dataset of Catalyst prediction with 721,799 reactions and 888 catalyst types from USPTO. Predict which catalyst facilitates the given reaction. (1) Reactant: [CH3:1]S(OCC1CCOCC1)(=O)=O.[H-].[Na+].[O:15]1[CH2:20][CH2:19][CH:18]([CH2:21][N:22]2[C:30]3[C:25](=[CH:26][C:27]([C:31]([OH:33])=[O:32])=[CH:28][CH:29]=3)[C:24]([C:34]([CH:36]3[C:38]([CH3:40])([CH3:39])[C:37]3([CH3:42])[CH3:41])=[O:35])=[CH:23]2)[CH2:17][CH2:16]1.N. Product: [O:15]1[CH2:20][CH2:19][CH:18]([CH2:21][N:22]2[C:30]3[C:25](=[CH:26][C:27]([C:31]([O:33][CH3:1])=[O:32])=[CH:28][CH:29]=3)[C:24]([C:34]([CH:36]3[C:38]([CH3:40])([CH3:39])[C:37]3([CH3:42])[CH3:41])=[O:35])=[CH:23]2)[CH2:17][CH2:16]1. The catalyst class is: 3. (2) Reactant: [F:1][C:2]1[CH:25]=[CH:24][CH:23]=[C:22]([F:26])[C:3]=1[C:4]([NH:6][C:7](=[O:21])[N:8]([C:10]1[CH:15]=[CH:14][C:13]([S:16][CH2:17][CH:18]=[CH2:19])=[CH:12][C:11]=1[F:20])[CH3:9])=[O:5].ClC1C=CC=C(C(OO)=[O:35])C=1. Product: [F:1][C:2]1[CH:25]=[CH:24][CH:23]=[C:22]([F:26])[C:3]=1[C:4]([NH:6][C:7](=[O:21])[N:8]([C:10]1[CH:15]=[CH:14][C:13]([S:16]([CH2:17][CH:18]=[CH2:19])=[O:35])=[CH:12][C:11]=1[F:20])[CH3:9])=[O:5]. The catalyst class is: 22. (3) Reactant: FC(F)(F)C(O)=O.C([O:12][C:13](=[O:45])[CH2:14][CH:15]([NH:20][C:21]([CH:23]1[CH2:28][CH2:27][CH2:26][CH2:25][N:24]1[C:29]([N:31]1[C:44]2[CH:43]=[CH:42][CH:41]=[CH:40][C:39]=2[S:38][C:37]2[C:32]1=[CH:33][CH:34]=[CH:35][CH:36]=2)=[O:30])=[O:22])[C:16](=[O:19])[CH2:17][F:18])(C)(C)C. Product: [F:18][CH2:17][C:16](=[O:19])[CH:15]([NH:20][C:21]([CH:23]1[CH2:28][CH2:27][CH2:26][CH2:25][N:24]1[C:29]([N:31]1[C:44]2[CH:43]=[CH:42][CH:41]=[CH:40][C:39]=2[S:38][C:37]2[C:32]1=[CH:33][CH:34]=[CH:35][CH:36]=2)=[O:30])=[O:22])[CH2:14][C:13]([OH:45])=[O:12]. The catalyst class is: 2.